This data is from NCI-60 drug combinations with 297,098 pairs across 59 cell lines. The task is: Regression. Given two drug SMILES strings and cell line genomic features, predict the synergy score measuring deviation from expected non-interaction effect. (1) Drug 1: C1CC(=O)NC(=O)C1N2CC3=C(C2=O)C=CC=C3N. Drug 2: N.N.Cl[Pt+2]Cl. Cell line: MDA-MB-231. Synergy scores: CSS=-0.0825, Synergy_ZIP=-1.40, Synergy_Bliss=-0.577, Synergy_Loewe=-0.154, Synergy_HSA=-0.109. (2) Drug 2: C1=CC(=C2C(=C1NCCNCCO)C(=O)C3=C(C=CC(=C3C2=O)O)O)NCCNCCO. Synergy scores: CSS=50.4, Synergy_ZIP=-1.73, Synergy_Bliss=-1.22, Synergy_Loewe=-13.4, Synergy_HSA=-0.848. Drug 1: CC1C(C(CC(O1)OC2CC(CC3=C2C(=C4C(=C3O)C(=O)C5=C(C4=O)C(=CC=C5)OC)O)(C(=O)CO)O)N)O.Cl. Cell line: MDA-MB-231.